From a dataset of NCI-60 drug combinations with 297,098 pairs across 59 cell lines. Regression. Given two drug SMILES strings and cell line genomic features, predict the synergy score measuring deviation from expected non-interaction effect. (1) Drug 1: C1C(C(OC1N2C=C(C(=O)NC2=O)F)CO)O. Drug 2: CS(=O)(=O)OCCCCOS(=O)(=O)C. Cell line: SN12C. Synergy scores: CSS=15.5, Synergy_ZIP=-7.31, Synergy_Bliss=-4.94, Synergy_Loewe=-1.95, Synergy_HSA=-1.62. (2) Synergy scores: CSS=39.0, Synergy_ZIP=0.682, Synergy_Bliss=0.996, Synergy_Loewe=0.0325, Synergy_HSA=0.860. Drug 2: CCC1(CC2CC(C3=C(CCN(C2)C1)C4=CC=CC=C4N3)(C5=C(C=C6C(=C5)C78CCN9C7C(C=CC9)(C(C(C8N6C)(C(=O)OC)O)OC(=O)C)CC)OC)C(=O)OC)O.OS(=O)(=O)O. Drug 1: C1C(C(OC1N2C=NC3=C(N=C(N=C32)Cl)N)CO)O. Cell line: BT-549. (3) Drug 1: C1CN1C2=NC(=NC(=N2)N3CC3)N4CC4. Drug 2: C1=CC(=CC=C1CCCC(=O)O)N(CCCl)CCCl. Cell line: PC-3. Synergy scores: CSS=22.1, Synergy_ZIP=-4.03, Synergy_Bliss=-1.78, Synergy_Loewe=0.756, Synergy_HSA=1.46.